Task: Predict the product of the given reaction.. Dataset: Forward reaction prediction with 1.9M reactions from USPTO patents (1976-2016) (1) Given the reactants [CH3:1][N:2]([CH3:32])[C:3]([C:5]1[N:26]([CH:27]2[CH2:31][CH2:30][CH2:29][CH2:28]2)[C:8]2[N:9]=[C:10]([NH:13][C:14]3[CH:19]=[CH:18][C:17]([N:20]4[CH2:25][CH2:24][NH:23][CH2:22][CH2:21]4)=[CH:16][N:15]=3)[N:11]=[CH:12][C:7]=2[CH:6]=1)=[O:4].Br[CH2:34][CH:35]([CH3:38])[CH2:36][CH3:37], predict the reaction product. The product is: [CH3:1][N:2]([CH3:32])[C:3]([C:5]1[N:26]([CH:27]2[CH2:31][CH2:30][CH2:29][CH2:28]2)[C:8]2[N:9]=[C:10]([NH:13][C:14]3[CH:19]=[CH:18][C:17]([N:20]4[CH2:21][CH2:22][N:23]([CH2:34][CH:35]([CH3:38])[CH2:36][CH3:37])[CH2:24][CH2:25]4)=[CH:16][N:15]=3)[N:11]=[CH:12][C:7]=2[CH:6]=1)=[O:4]. (2) Given the reactants [OH:1][C:2]1[CH:11]=[C:10]2[C:5]([C:6]([O:12][C:13]3[CH:14]=[C:15]4[C:19](=[CH:20][CH:21]=3)[NH:18][CH:17]=[CH:16]4)=[N:7][CH:8]=[N:9]2)=[CH:4][C:3]=1[O:22][CH3:23].[N:24]1[CH:29]=[CH:28][C:27]([O:30][CH2:31][CH2:32]O)=[CH:26][CH:25]=1, predict the reaction product. The product is: [NH:18]1[C:19]2[C:15](=[CH:14][C:13]([O:12][C:6]3[C:5]4[C:10](=[CH:11][C:2]([O:1][CH2:32][CH2:31][O:30][C:27]5[CH:28]=[CH:29][N:24]=[CH:25][CH:26]=5)=[C:3]([O:22][CH3:23])[CH:4]=4)[N:9]=[CH:8][N:7]=3)=[CH:21][CH:20]=2)[CH:16]=[CH:17]1. (3) Given the reactants [Si](OC1C=CC2CC(C3C=CC(OC)=CC=3CCN)CCCC=2C=1)(C(C)(C)C)(C)C.Cl.N1(CCOC2C=CC(C(O)=O)=CC=2)CCCCC1.[Si]([O:57][C:58]1[CH:59]=[CH:60][C:61]2[CH2:67][CH:66]([C:68]3[CH:73]=[CH:72][C:71]([O:74][CH3:75])=[CH:70][C:69]=3[N:76]([CH2:93][CH3:94])[CH2:77][C:78]3[CH:83]=[CH:82][C:81]([O:84][CH2:85][CH2:86][N:87]4[CH2:92][CH2:91][CH2:90][CH2:89][CH2:88]4)=[CH:80][CH:79]=3)[CH2:65][CH2:64][CH2:63][C:62]=2[CH:95]=1)(C(C)(C)C)(C)C, predict the reaction product. The product is: [CH2:93]([N:76]([CH2:77][C:78]1[CH:83]=[CH:82][C:81]([O:84][CH2:85][CH2:86][N:87]2[CH2:92][CH2:91][CH2:90][CH2:89][CH2:88]2)=[CH:80][CH:79]=1)[C:69]1[CH:70]=[C:71]([O:74][CH3:75])[CH:72]=[CH:73][C:68]=1[CH:66]1[CH2:65][CH2:64][CH2:63][C:62]2[CH:95]=[C:58]([OH:57])[CH:59]=[CH:60][C:61]=2[CH2:67]1)[CH3:94]. (4) The product is: [N:15]1([CH2:14][CH2:13][N:12]2[C:11]3[C:2](=[CH:3][C:4]4[C:5](=[O:31])[C:6]([C:29]#[N:30])=[CH:7][NH:8][C:9]=4[CH:10]=3)[N:1]=[CH:33]2)[CH2:16][CH2:17][O:18][CH2:19][CH2:20]1. Given the reactants [NH2:1][C:2]1[CH:3]=[C:4]2[C:9](=[CH:10][C:11]=1[NH:12][CH2:13][CH2:14][N:15]1[CH2:20][CH2:19][O:18][CH2:17][CH2:16]1)[N:8](COCC[Si](C)(C)C)[CH:7]=[C:6]([C:29]#[N:30])[C:5]2=[O:31].N1C=CN=[CH:33]1, predict the reaction product. (5) Given the reactants [Si]([O:8][C:9]1[CH:10]=[C:11]([C:44]2[CH:49]=[CH:48][CH:47]=[C:46]([P:50](=[O:55])([O:53][CH3:54])[O:51][CH3:52])[CH:45]=2)[CH:12]=[CH:13][C:14]=1[C@@H:15]1[C@@H:18]([CH2:19][CH2:20][C@H:21]([O:29][Si:30]([C:33]([CH3:36])([CH3:35])[CH3:34])([CH3:32])[CH3:31])[C:22]2[CH:27]=[CH:26][C:25]([F:28])=[CH:24][CH:23]=2)[C:17](=[O:37])[N:16]1[C:38]1[CH:43]=[CH:42][CH:41]=[CH:40][CH:39]=1)(C(C)(C)C)(C)C.[F-].[K+].C(OCC)(=O)C, predict the reaction product. The product is: [Si:30]([O:29][C@H:21]([C:22]1[CH:27]=[CH:26][C:25]([F:28])=[CH:24][CH:23]=1)[CH2:20][CH2:19][C@H:18]1[C:17](=[O:37])[N:16]([C:38]2[CH:39]=[CH:40][CH:41]=[CH:42][CH:43]=2)[C@@H:15]1[C:14]1[CH:13]=[CH:12][C:11]([C:44]2[CH:49]=[CH:48][CH:47]=[C:46]([P:50](=[O:55])([O:53][CH3:54])[O:51][CH3:52])[CH:45]=2)=[CH:10][C:9]=1[OH:8])([C:33]([CH3:36])([CH3:34])[CH3:35])([CH3:31])[CH3:32]. (6) The product is: [NH:18]([C:12]([NH:11][C:8]1[CH:9]=[CH:10][C:5]([C:3]([O:2][CH3:1])=[O:4])=[C:6]([N+:14]([O-:16])=[O:15])[CH:7]=1)=[S:13])[NH2:19]. Given the reactants [CH3:1][O:2][C:3]([C:5]1[CH:10]=[CH:9][C:8]([N:11]=[C:12]=[S:13])=[CH:7][C:6]=1[N+:14]([O-:16])=[O:15])=[O:4].O.[NH2:18][NH2:19].O, predict the reaction product. (7) Given the reactants [Cl:1][C:2]1[CH:24]=[CH:23][C:5]2[N:6]=[C:7]([NH:9][C:10]3[N:14]([CH3:15])[C:13]4[CH:16]=[CH:17][C:18]([C:20](O)=[O:21])=[CH:19][C:12]=4[N:11]=3)[S:8][C:4]=2[CH:3]=1.Cl.[NH2:26][CH2:27][CH2:28][O:29][CH2:30][CH2:31][C:32]#[N:33].CN(C(ON1N=NC2C=CC=CC1=2)=[N+](C)C)C.F[P-](F)(F)(F)(F)F.CCN(C(C)C)C(C)C, predict the reaction product. The product is: [C:32]([CH2:31][CH2:30][O:29][CH2:28][CH2:27][NH:26][C:20]([C:18]1[CH:17]=[CH:16][C:13]2[N:14]([CH3:15])[C:10]([NH:9][C:7]3[S:8][C:4]4[CH:3]=[C:2]([Cl:1])[CH:24]=[CH:23][C:5]=4[N:6]=3)=[N:11][C:12]=2[CH:19]=1)=[O:21])#[N:33]. (8) Given the reactants F[C:2]1[C:7]([CH:8]2[CH2:13][CH2:12][CH2:11][O:10][CH2:9]2)=[CH:6][CH:5]=[CH:4][N:3]=1.[NH:14]1[C:18]2[CH:19]=[CH:20][CH:21]=[CH:22][C:17]=2[N:16]=[C:15]1[C:23]([C:25]1[CH:30]=[CH:29][C:28]([OH:31])=[CH:27][CH:26]=1)=[O:24].C(=O)([O-])[O-].[Cs+].[Cs+], predict the reaction product. The product is: [NH:14]1[C:18]2[CH:19]=[CH:20][CH:21]=[CH:22][C:17]=2[N:16]=[C:15]1[C:23]([C:25]1[CH:30]=[CH:29][C:28]([O:31][C:2]2[C:7]([CH:8]3[CH2:13][CH2:12][CH2:11][O:10][CH2:9]3)=[CH:6][CH:5]=[CH:4][N:3]=2)=[CH:27][CH:26]=1)=[O:24].